From a dataset of Forward reaction prediction with 1.9M reactions from USPTO patents (1976-2016). Predict the product of the given reaction. Given the reactants [F:1][C:2](=[C:6]([F:8])[F:7])[CH2:3][CH2:4][OH:5].[S:9]([O-:12])([OH:11])=[O:10].[Na+:13].S([O-])([O-])=O.[Na+].[Na+], predict the reaction product. The product is: [F:7][C:6]([F:8])([S:9]([O-:12])(=[O:11])=[O:10])[CH:2]([F:1])[CH2:3][CH2:4][OH:5].[Na+:13].